From a dataset of Catalyst prediction with 721,799 reactions and 888 catalyst types from USPTO. Predict which catalyst facilitates the given reaction. (1) Reactant: [Cl:1][C:2]1[C:7](/[CH:8]=[C:9](\[C:12]2[CH:17]=[CH:16][C:15]([F:18])=[CH:14][CH:13]=2)/[CH:10]=[O:11])=[CH:6][CH:5]=[CH:4][N:3]=1.[OH-:19].[Na+].OO.[BH4-].[Na+]. Product: [Cl:1][C:2]1[C:7]([CH:8]2[O:19][C:9]2([CH2:10][OH:11])[C:12]2[CH:13]=[CH:14][C:15]([F:18])=[CH:16][CH:17]=2)=[CH:6][CH:5]=[CH:4][N:3]=1. The catalyst class is: 5. (2) Reactant: [Cl:1][C:2]1[N:7]=[C:6]([CH2:8][C:9]([C:11]2[CH:12]=[CH:13][C:14]([F:29])=[C:15]([NH:17][S:18]([C:21]3[C:26]([F:27])=[CH:25][CH:24]=[CH:23][C:22]=3[F:28])(=[O:20])=[O:19])[CH:16]=2)=O)[CH:5]=[CH:4][N:3]=1.C1C(=O)N(Br)C(=O)C1.[CH3:38][CH:39]([CH3:43])[C:40](=[S:42])[NH2:41]. Product: [Cl:1][C:2]1[N:7]=[C:6]([C:8]2[S:42][C:40]([CH:39]([CH3:43])[CH3:38])=[N:41][C:9]=2[C:11]2[CH:12]=[CH:13][C:14]([F:29])=[C:15]([NH:17][S:18]([C:21]3[C:26]([F:27])=[CH:25][CH:24]=[CH:23][C:22]=3[F:28])(=[O:20])=[O:19])[CH:16]=2)[CH:5]=[CH:4][N:3]=1. The catalyst class is: 3. (3) Reactant: C1(C(=[N:14][C:15]2[CH:20]=[C:19]([C:21]([C:23]3[N:24]=[C:25]([CH:32]([CH3:34])[CH3:33])[N:26]4[CH:31]=[CH:30][N:29]=[CH:28][C:27]=34)=[O:22])[CH:18]=[CH:17][N:16]=2)C2C=CC=CC=2)C=CC=CC=1.C(O)(=O)CC(CC(O)=O)(C(O)=O)O. Product: [NH2:14][C:15]1[CH:20]=[C:19]([C:21]([C:23]2[N:24]=[C:25]([CH:32]([CH3:34])[CH3:33])[N:26]3[CH:31]=[CH:30][N:29]=[CH:28][C:27]=23)=[O:22])[CH:18]=[CH:17][N:16]=1. The catalyst class is: 1.